Dataset: Full USPTO retrosynthesis dataset with 1.9M reactions from patents (1976-2016). Task: Predict the reactants needed to synthesize the given product. (1) Given the product [F:21][C:15]1[CH:14]=[C:13]([C:4]2[CH:3]=[C:2]([C:26]#[CH:27])[C:11]3[C:6](=[CH:7][CH:8]=[C:9]([OH:12])[CH:10]=3)[N:5]=2)[CH:18]=[C:17]([F:19])[C:16]=1[OH:20], predict the reactants needed to synthesize it. The reactants are: Br[C:2]1[C:11]2[C:6](=[CH:7][CH:8]=[C:9]([OH:12])[CH:10]=2)[N:5]=[C:4]([C:13]2[CH:18]=[C:17]([F:19])[C:16]([OH:20])=[C:15]([F:21])[CH:14]=2)[CH:3]=1.C[Si]([C:26]#[C:27][Sn](CCCC)(CCCC)CCCC)(C)C. (2) Given the product [NH2:34][C:2]1[CH:7]=[CH:6][N:5]=[CH:4][C:3]=1[S:8]([N:11]1[CH2:16][CH2:15][N:14]([C:17]2[CH:22]=[CH:21][C:20]([C:23]([OH:32])([C:28]([F:31])([F:30])[F:29])[C:24]([F:27])([F:26])[F:25])=[CH:19][CH:18]=2)[CH2:13][CH2:12]1)(=[O:10])=[O:9], predict the reactants needed to synthesize it. The reactants are: Cl[C:2]1[CH:7]=[CH:6][N:5]=[CH:4][C:3]=1[S:8]([N:11]1[CH2:16][CH2:15][N:14]([C:17]2[CH:22]=[CH:21][C:20]([C:23]([OH:32])([C:28]([F:31])([F:30])[F:29])[C:24]([F:27])([F:26])[F:25])=[CH:19][CH:18]=2)[CH2:13][CH2:12]1)(=[O:10])=[O:9].[OH-].[NH4+:34]. (3) Given the product [CH:1]1([N:4]2[CH2:9][CH2:8][N:7]([C:11]3[N:16]=[CH:15][C:14]([C:17](=[O:19])[CH3:18])=[CH:13][CH:12]=3)[CH2:6][CH2:5]2)[CH2:3][CH2:2]1, predict the reactants needed to synthesize it. The reactants are: [CH:1]1([N:4]2[CH2:9][CH2:8][NH:7][CH2:6][CH2:5]2)[CH2:3][CH2:2]1.Cl[C:11]1[N:16]=[CH:15][C:14]([C:17](=[O:19])[CH3:18])=[CH:13][CH:12]=1.CS(C)=O. (4) Given the product [C:23]([O:22][C:20]([N:17]1[CH2:18][CH2:19][C:14]2([C:8]3[C:9](=[CH:10][CH:11]=[C:6]([CH2:5][C:4]([OH:37])=[O:3])[CH:7]=3)[N:12]([C:27]3[C:28]4[C@H:35]([CH3:36])[CH2:34][CH2:33][C:29]=4[N:30]=[CH:31][N:32]=3)[CH2:13]2)[CH2:15][CH2:16]1)=[O:21])([CH3:26])([CH3:24])[CH3:25], predict the reactants needed to synthesize it. The reactants are: C([O:3][C:4](=[O:37])[CH2:5][C:6]1[CH:7]=[C:8]2[C:14]3([CH2:19][CH2:18][N:17]([C:20]([O:22][C:23]([CH3:26])([CH3:25])[CH3:24])=[O:21])[CH2:16][CH2:15]3)[CH2:13][N:12]([C:27]3[C:28]4[C@H:35]([CH3:36])[CH2:34][CH2:33][C:29]=4[N:30]=[CH:31][N:32]=3)[C:9]2=[CH:10][CH:11]=1)C.O[Li].O. (5) Given the product [Cl:1][C:2]1[CH:7]=[CH:6][C:5]([C:8]([C:13]2[C:21]3[C:16](=[C:17]([CH2:22][S:23]([CH3:24])=[O:37])[CH:18]=[CH:19][CH:20]=3)[NH:15][CH:14]=2)([CH:10]2[CH2:12][CH2:11]2)[CH3:9])=[C:4]([F:25])[CH:3]=1, predict the reactants needed to synthesize it. The reactants are: [Cl:1][C:2]1[CH:7]=[CH:6][C:5]([C:8]([C:13]2[C:21]3[C:16](=[C:17]([CH2:22][S:23][CH3:24])[CH:18]=[CH:19][CH:20]=3)[NH:15][CH:14]=2)([CH:10]2[CH2:12][CH2:11]2)[CH3:9])=[C:4]([F:25])[CH:3]=1.ClCCl.ClC1C=CC=C(C(OO)=[O:37])C=1. (6) Given the product [F:15][C:14]([F:17])([F:16])[C:10]1[CH:9]=[C:8]([N:7]2[C:3]([CH2:2][N:26]3[CH2:27][CH2:28][C:23]4([C:19](=[O:29])[NH:20][CH2:21][CH2:22]4)[CH2:24][CH2:25]3)=[N:4][N:5]=[N:6]2)[CH:13]=[CH:12][CH:11]=1, predict the reactants needed to synthesize it. The reactants are: Cl[CH2:2][C:3]1[N:7]([C:8]2[CH:13]=[CH:12][CH:11]=[C:10]([C:14]([F:17])([F:16])[F:15])[CH:9]=2)[N:6]=[N:5][N:4]=1.Cl.[C:19]1(=[O:29])[C:23]2([CH2:28][CH2:27][NH:26][CH2:25][CH2:24]2)[CH2:22][CH2:21][NH:20]1.C(N(CC)CC)C. (7) Given the product [NH2:18][C:16]1[S:17][C:2]([C:3]([NH2:5])=[O:4])=[C:6]([C:8]2[CH:13]=[CH:12][CH:11]=[CH:10][C:9]=2[Cl:14])[N:15]=1, predict the reactants needed to synthesize it. The reactants are: Br[CH:2]([C:6]([C:8]1[CH:13]=[CH:12][CH:11]=[CH:10][C:9]=1[Cl:14])=O)[C:3]([NH2:5])=[O:4].[NH2:15][C:16]([NH2:18])=[S:17]. (8) Given the product [CH3:24][O:23][N:22]([CH3:21])[C:11](=[O:13])[CH2:10][CH:7]1[CH2:9][CH2:8]1, predict the reactants needed to synthesize it. The reactants are: C(Cl)(=O)C(Cl)=O.[CH:7]1([CH2:10][C:11]([OH:13])=O)[CH2:9][CH2:8]1.C1(CC(Cl)=O)CC1.[CH3:21][NH:22][O:23][CH3:24].C(=O)([O-])[O-].[K+].[K+].Cl.CNOC. (9) Given the product [CH3:2][O:3][C:4](=[O:17])[CH2:5][N:6]([C:7]1[CH:16]=[CH:15][C:14]2[C:9](=[CH:10][CH:11]=[CH:12][CH:13]=2)[CH:8]=1)[C:20](=[O:21])[C:19]([F:30])([F:29])[F:18], predict the reactants needed to synthesize it. The reactants are: Cl.[CH3:2][O:3][C:4](=[O:17])[CH2:5][NH:6][C:7]1[CH:16]=[CH:15][C:14]2[C:9](=[CH:10][CH:11]=[CH:12][CH:13]=2)[CH:8]=1.[F:18][C:19]([F:30])([F:29])[C:20](O[C:20](=[O:21])[C:19]([F:30])([F:29])[F:18])=[O:21].Cl.